Predict the reactants needed to synthesize the given product. From a dataset of Full USPTO retrosynthesis dataset with 1.9M reactions from patents (1976-2016). The reactants are: [CH:1]1([CH:4]([C:11]2[CH:16]=[CH:15][CH:14]=[C:13]([CH2:17][O:18][C:19]3[CH:24]=[CH:23][C:22]([C:25]4[CH:30]=[C:29]([O:31][CH3:32])[CH:28]=[CH:27][C:26]=4[F:33])=[CH:21][C:20]=3[CH:34]([O:40][CH3:41])[CH2:35][C:36]([CH3:39])([CH3:38])[CH3:37])[CH:12]=2)[CH2:5][C:6]([O:8]CC)=[O:7])[CH2:3][CH2:2]1.[OH-].[Na+].Cl. Given the product [CH:1]1([CH:4]([C:11]2[CH:16]=[CH:15][CH:14]=[C:13]([CH2:17][O:18][C:19]3[CH:24]=[CH:23][C:22]([C:25]4[CH:30]=[C:29]([O:31][CH3:32])[CH:28]=[CH:27][C:26]=4[F:33])=[CH:21][C:20]=3[CH:34]([O:40][CH3:41])[CH2:35][C:36]([CH3:37])([CH3:38])[CH3:39])[CH:12]=2)[CH2:5][C:6]([OH:8])=[O:7])[CH2:2][CH2:3]1, predict the reactants needed to synthesize it.